Predict the reactants needed to synthesize the given product. From a dataset of Full USPTO retrosynthesis dataset with 1.9M reactions from patents (1976-2016). (1) Given the product [C:1]([NH:5][S:6]([C:9]1([CH2:12][CH:13]=[CH2:14])[CH2:11][CH2:10]1)(=[O:8])=[O:7])([CH3:4])([CH3:2])[CH3:3], predict the reactants needed to synthesize it. The reactants are: [C:1]([NH:5][S:6]([C:9]1([CH3:12])[CH2:11][CH2:10]1)(=[O:8])=[O:7])([CH3:4])([CH3:3])[CH3:2].[CH2:13](Br)[CH:14]=C. (2) Given the product [CH3:1][C@H:2]([NH:11][CH3:12])[C@@H:3]([OH:10])[C:4]1[CH:5]=[CH:6][CH:7]=[CH:8][CH:9]=1, predict the reactants needed to synthesize it. The reactants are: [CH3:1][C@H:2]([NH:11][CH3:12])[C@@H:3]([OH:10])[C:4]1[CH:5]=[CH:6][CH:7]=[CH:8][CH:9]=1.OS(O)(=O)=O.CCOC(N1CCC(=C2C3N=CC=CC=3CCC3C=C(Cl)C=CC2=3)CC1)=O. (3) Given the product [C:1]1([CH3:32])[CH:2]=[CH:3][C:4]([N:7]([C:20]2[CH:29]=[CH:28][C:27]3[C:22](=[CH:23][CH:24]=[C:25]([OH:30])[CH:26]=3)[CH:21]=2)[C:8]2[CH:17]=[CH:16][C:15]3[C:10](=[CH:11][CH:12]=[C:13]([OH:18])[CH:14]=3)[CH:9]=2)=[CH:5][CH:6]=1, predict the reactants needed to synthesize it. The reactants are: [C:1]1([CH3:32])[CH:6]=[CH:5][C:4]([N:7]([C:20]2[CH:29]=[CH:28][C:27]3[C:22](=[CH:23][CH:24]=[C:25]([O:30]C)[CH:26]=3)[CH:21]=2)[C:8]2[CH:17]=[CH:16][C:15]3[C:10](=[CH:11][CH:12]=[C:13]([O:18]C)[CH:14]=3)[CH:9]=2)=[CH:3][CH:2]=1.B(Br)(Br)Br. (4) Given the product [CH3:1][O:2][C:3]([C:5]1[C:14]2[C:9](=[C:10]([NH:15][S:25]([C:20]3[CH:21]=[CH:22][CH:23]=[CH:24][C:19]=3[N+:16]([O-:18])=[O:17])(=[O:26])=[O:27])[CH:11]=[CH:12][CH:13]=2)[N:8]=[CH:7][CH:6]=1)=[O:4], predict the reactants needed to synthesize it. The reactants are: [CH3:1][O:2][C:3]([C:5]1[C:14]2[C:9](=[C:10]([NH2:15])[CH:11]=[CH:12][CH:13]=2)[N:8]=[CH:7][CH:6]=1)=[O:4].[N+:16]([C:19]1[CH:24]=[CH:23][CH:22]=[CH:21][C:20]=1[S:25](Cl)(=[O:27])=[O:26])([O-:18])=[O:17].N1C=CC=CC=1. (5) Given the product [F:34][C:2]([F:1])([F:33])[C:3]1[CH:28]=[C:27]([C:29]([F:30])([F:32])[F:31])[CH:26]=[CH:25][C:4]=1[CH2:5][O:6][C:7]1[CH:8]=[CH:12][C:13](/[CH:16]=[C:17]2/[C:18]([NH:23][CH3:24])=[N:19][C:20](=[O:22])[S:21]/2)=[CH:14][C:15]=1[C:66]([NH:65][CH3:68])=[O:67], predict the reactants needed to synthesize it. The reactants are: [F:1][C:2]([F:34])([F:33])[C:3]1[CH:28]=[C:27]([C:29]([F:32])([F:31])[F:30])[CH:26]=[CH:25][C:4]=1[CH2:5][O:6][C:7]1[CH:15]=[CH:14][C:13](/[CH:16]=[C:17]2/[C:18]([NH:23][CH3:24])=[N:19][C:20](=[O:22])[S:21]/2)=[CH:12][C:8]=1C(O)=O.CN.O1CCCC1.ON1C2C=CC=CC=2N=N1.Cl.C(N=C=NCCCN(C)C)C.C[N:65]([CH3:68])[CH:66]=[O:67]. (6) Given the product [CH3:1][O:2][C:3](=[O:12])[CH2:4][C:5]1[CH:10]=[CH:9][C:8]([S:11][CH:19]2[CH2:18][CH2:1][O:2][CH2:3][CH2:4]2)=[CH:7][CH:6]=1, predict the reactants needed to synthesize it. The reactants are: [CH3:1][O:2][C:3](=[O:12])[CH2:4][C:5]1[CH:10]=[CH:9][C:8]([SH:11])=[CH:7][CH:6]=1.C(N([CH2:18][CH3:19])CC)C. (7) The reactants are: [C:1]([CH:5]1[CH2:10][CH2:9][CH:8]([O:11][C:12]2[CH:13]=[C:14]3[C:19](=[CH:20][CH:21]=2)[CH:18]=[C:17]([C@:22]2([CH3:28])[CH2:26][O:25][C:24](=[O:27])[NH:23]2)[CH:16]=[CH:15]3)[CH2:7][CH2:6]1)([CH3:4])([CH3:3])[CH3:2].[H-].[Na+].[CH3:31]I. Given the product [C:1]([CH:5]1[CH2:6][CH2:7][CH:8]([O:11][C:12]2[CH:13]=[C:14]3[C:19](=[CH:20][CH:21]=2)[CH:18]=[C:17]([C@:22]2([CH3:28])[CH2:26][O:25][C:24](=[O:27])[N:23]2[CH3:31])[CH:16]=[CH:15]3)[CH2:9][CH2:10]1)([CH3:4])([CH3:2])[CH3:3], predict the reactants needed to synthesize it. (8) Given the product [F:44][C:43]1[C:36]([CH3:35])=[CH:37][C:38]([CH2:39][C@H:8]([CH2:7][CH2:6][CH2:5]/[CH:4]=[CH:3]/[CH:2]([CH3:24])[CH3:1])[C:9]([N:11]2[C@H:15]([CH2:16][C:17]3[CH:22]=[CH:21][CH:20]=[CH:19][CH:18]=3)[CH2:14][O:13][C:12]2=[O:23])=[O:10])=[CH:41][C:42]=1[CH3:45], predict the reactants needed to synthesize it. The reactants are: [CH3:1][CH:2]([CH3:24])/[CH:3]=[CH:4]/[CH2:5][CH2:6][CH2:7][CH2:8][C:9]([N:11]1[C@H:15]([CH2:16][C:17]2[CH:22]=[CH:21][CH:20]=[CH:19][CH:18]=2)[CH2:14][O:13][C:12]1=[O:23])=[O:10].[Li+].C[Si]([N-][Si](C)(C)C)(C)C.[CH3:35][C:36]1[CH:37]=[C:38]([CH:41]=[C:42]([CH3:45])[C:43]=1[F:44])[CH2:39]Br.